This data is from Reaction yield outcomes from USPTO patents with 853,638 reactions. The task is: Predict the reaction yield, written as a fraction of the theoretical maximum amount of product (1.0 means a 100% yield; for example, 0.34 means a 34% yield). The reactants are C(OP([CH2:9][C:10]([O:12][CH2:13][CH3:14])=[O:11])(OCC)=O)C.[H-].[Na+].[CH2:17]([O:24][C:25]1[CH:29]=[C:28]([CH:30]=O)[N:27]([CH2:32][CH:33]([CH3:35])[CH3:34])[N:26]=1)[C:18]1[CH:23]=[CH:22][CH:21]=[CH:20][CH:19]=1.[Cl-].[NH4+]. The catalyst is O1CCCC1. The product is [CH2:17]([O:24][C:25]1[CH:29]=[C:28](/[CH:30]=[CH:9]/[C:10]([O:12][CH2:13][CH3:14])=[O:11])[N:27]([CH2:32][CH:33]([CH3:35])[CH3:34])[N:26]=1)[C:18]1[CH:19]=[CH:20][CH:21]=[CH:22][CH:23]=1. The yield is 0.940.